This data is from Forward reaction prediction with 1.9M reactions from USPTO patents (1976-2016). The task is: Predict the product of the given reaction. (1) The product is: [C:33]([N:25]1[CH2:26][CH2:27][CH2:28][N:22]([C:19]2[CH:18]=[CH:17][C:16]([NH:15][C:13]3[N:12]=[CH:11][C:10]([CH2:29][C:30]([NH2:32])=[O:31])=[C:9]([NH:8][CH2:1][C:2]4[CH:7]=[CH:6][CH:5]=[CH:4][CH:3]=4)[CH:14]=3)=[CH:21][CH:20]=2)[CH2:23][CH2:24]1)(=[O:35])[CH3:34]. Given the reactants [CH2:1]([NH:8][C:9]1[CH:14]=[C:13]([NH:15][C:16]2[CH:21]=[CH:20][C:19]([N:22]3[CH2:28][CH2:27][CH2:26][NH:25][CH2:24][CH2:23]3)=[CH:18][CH:17]=2)[N:12]=[CH:11][C:10]=1[CH2:29][C:30]([NH2:32])=[O:31])[C:2]1[CH:7]=[CH:6][CH:5]=[CH:4][CH:3]=1.[C:33](OC(=O)C)(=[O:35])[CH3:34].O.N, predict the reaction product. (2) Given the reactants O1[C:10]2[C:5](=[CH:6][CH:7]=[CH:8][CH:9]=2)/[C:4](=[N:11]/[OH:12])/[CH2:3][CH2:2]1.[CH3:13][O:14]C1C=C2C(=CC=1)C(=O)CC2, predict the reaction product. The product is: [CH3:13][O:14][C:8]1[CH:7]=[C:6]2[C:5](=[CH:10][CH:9]=1)[C:4](=[N:11][OH:12])[CH2:3][CH2:2]2. (3) Given the reactants [Br:1][CH2:2][CH2:3][OH:4].N1C=CN=C1.[C:10]([Si:14]([CH3:17])([CH3:16])Cl)([CH3:13])([CH3:12])[CH3:11].C(=O)([O-])O.[Na+], predict the reaction product. The product is: [Br:1][CH2:2][CH2:3][O:4][Si:14]([C:10]([CH3:13])([CH3:12])[CH3:11])([CH3:17])[CH3:16]. (4) Given the reactants [CH2:1]([NH:3][CH2:4][CH2:5][OH:6])[CH3:2].Cl[CH2:8][CH2:9][CH2:10][O:11][C:12]1[CH:21]=[C:20]2[C:15]([C:16]([NH:22][C:23]3[CH:27]=[C:26]([CH2:28][C:29]([NH:31][C:32]4[CH:37]=[CH:36][CH:35]=[C:34]([F:38])[CH:33]=4)=[O:30])[NH:25][N:24]=3)=[N:17][CH:18]=[N:19]2)=[CH:14][C:13]=1[F:39], predict the reaction product. The product is: [CH2:1]([N:3]([CH2:4][CH2:5][OH:6])[CH2:8][CH2:9][CH2:10][O:11][C:12]1[CH:21]=[C:20]2[C:15]([C:16]([NH:22][C:23]3[CH:27]=[C:26]([CH2:28][C:29]([NH:31][C:32]4[CH:37]=[CH:36][CH:35]=[C:34]([F:38])[CH:33]=4)=[O:30])[NH:25][N:24]=3)=[N:17][CH:18]=[N:19]2)=[CH:14][C:13]=1[F:39])[CH3:2]. (5) Given the reactants CS(C)=[O:3].[CH2:5]([O:12][C:13]([N:15]1[CH2:19][C@H:18]([O:20][CH3:21])[CH2:17][C@H:16]1[C:22]1[N:23]([CH3:41])[C:24](=[O:40])[C:25]([OH:39])=[C:26]([C:28](NCC2C=CC(F)=CC=2)=[O:29])[N:27]=1)=[O:14])[C:6]1[CH:11]=[CH:10][CH:9]=[CH:8][CH:7]=1.F[C:43]1[CH:68]=[CH:67][C:46]([CH2:47]NC(C2N=C([C@@H]3C[C@@H](OC)CN3)N(C)C(=O)C=2O)=O)=[CH:45][CH:44]=1.[CH3:69][OH:70], predict the reaction product. The product is: [CH3:69][O:70][C:28]([C:26]1[N:27]=[C:22]([C@@H:16]2[CH2:17][C@@H:18]([O:20][CH3:21])[CH2:19][N:15]2[C:13]([O:12][CH2:5][C:6]2[CH:7]=[CH:8][CH:9]=[CH:10][CH:11]=2)=[O:14])[N:23]([CH3:41])[C:24](=[O:40])[C:25]=1[O:39][C:47](=[O:3])[C:46]1[CH:67]=[CH:68][CH:43]=[CH:44][CH:45]=1)=[O:29]. (6) Given the reactants [Si:1]([O:8][CH2:9][C:10]1[N:11]([CH3:25])[C:12]2[CH:13]=[CH:14][C:15]3[CH:23]([OH:24])[CH2:22][CH2:21][CH2:20][CH2:19][C:16]=3[C:17]=2[CH:18]=1)([C:4]([CH3:7])([CH3:6])[CH3:5])([CH3:3])[CH3:2].C([O-])(O)=O.[Na+].CC(OI1(OC(C)=O)(OC(C)=O)OC(=O)C2C=CC=CC1=2)=O, predict the reaction product. The product is: [Si:1]([O:8][CH2:9][C:10]1[N:11]([CH3:25])[C:12]2[CH:13]=[CH:14][C:15]3[C:23](=[O:24])[CH2:22][CH2:21][CH2:20][CH2:19][C:16]=3[C:17]=2[CH:18]=1)([C:4]([CH3:7])([CH3:6])[CH3:5])([CH3:3])[CH3:2]. (7) Given the reactants O=[CH:2][C@@H:3]([C@H:5]([C@@H:7]([CH2:9]O)O)O)[OH:4].[O:11]=[CH:12][C@@H:13]([C@H:15]([C@@H]([C@@H](CO)O)O)O)O.[Na+].[Cl-].Cl.N[C@H:27]([C:30]([OH:32])=[O:31])[CH2:28]S.[C:33](=[O:36])([O-])[O-:34].[Ca+2], predict the reaction product. The product is: [C:5]1([C:3]([CH3:2])([OH:4])[C:33]([OH:34])=[O:36])[CH:15]=[CH:13][CH:12]=[CH:9][CH:7]=1.[OH:11][CH:27]([CH2:28][CH:3]([CH3:5])[CH3:2])[C:30]([OH:32])=[O:31]. (8) Given the reactants C([O:5][C:6]([CH2:8][NH:9][C:10]([NH:12][CH3:13])=[S:11])=[O:7])(C)(C)C.[Br:14][CH:15]1[C:24](=O)[C:23]2[C:18](=[CH:19][CH:20]=[C:21]([F:26])[CH:22]=2)[O:17][CH2:16]1, predict the reaction product. The product is: [BrH:14].[F:26][C:21]1[CH:20]=[CH:19][C:18]2[O:17][CH2:16][C:15]3[S:11][C:10](=[N:9][CH2:8][C:6]([OH:5])=[O:7])[N:12]([CH3:13])[C:24]=3[C:23]=2[CH:22]=1. (9) Given the reactants C[O:2][C:3](=[O:35])[CH2:4][O:5][C:6]1[CH:15]=[CH:14][C:13]([F:16])=[C:12]2[C:7]=1[C:8]([O:31][CH:32]([F:34])[F:33])=[C:9]([CH2:19][C:20]1[CH:25]=[CH:24][C:23]([S:26]([CH3:29])(=[O:28])=[O:27])=[CH:22][C:21]=1[Cl:30])[C:10]([CH2:17][CH3:18])=[N:11]2.CO.[OH-].[Li+].O, predict the reaction product. The product is: [Cl:30][C:21]1[CH:22]=[C:23]([S:26]([CH3:29])(=[O:28])=[O:27])[CH:24]=[CH:25][C:20]=1[CH2:19][C:9]1[C:10]([CH2:17][CH3:18])=[N:11][C:12]2[C:7]([C:8]=1[O:31][CH:32]([F:34])[F:33])=[C:6]([O:5][CH2:4][C:3]([OH:35])=[O:2])[CH:15]=[CH:14][C:13]=2[F:16].